The task is: Predict the reactants needed to synthesize the given product.. This data is from Full USPTO retrosynthesis dataset with 1.9M reactions from patents (1976-2016). (1) Given the product [C:1]([C:5]1[CH:6]=[C:7]([NH:21][C:37]([NH:35][C:32]2[CH:33]=[CH:34][C:29]([O:28][C:25]3[CH:24]=[CH:23][N:22]=[CH:27][CH:26]=3)=[CH:30][CH:31]=2)=[O:38])[N:8]([C:10]2[CH:15]=[CH:14][C:13]([O:16][CH2:17][CH2:18][O:19][CH3:20])=[CH:12][CH:11]=2)[N:9]=1)([CH3:4])([CH3:2])[CH3:3], predict the reactants needed to synthesize it. The reactants are: [C:1]([C:5]1[CH:6]=[C:7]([NH2:21])[N:8]([C:10]2[CH:15]=[CH:14][C:13]([O:16][CH2:17][CH2:18][O:19][CH3:20])=[CH:12][CH:11]=2)[N:9]=1)([CH3:4])([CH3:3])[CH3:2].[N:22]1[CH:27]=[CH:26][C:25]([O:28][C:29]2[CH:34]=[CH:33][C:32]([NH2:35])=[CH:31][CH:30]=2)=[CH:24][CH:23]=1.C[CH2:37][O:38]C(C)=O. (2) Given the product [C:3]([O:7][C:8](=[O:21])[CH2:9][CH:10]([OH:20])[CH2:11][CH2:12][C:13]1[CH:14]=[CH:15][C:16]([I:19])=[CH:17][CH:18]=1)([CH3:6])([CH3:4])[CH3:5], predict the reactants needed to synthesize it. The reactants are: [BH4-].[Na+].[C:3]([O:7][C:8](=[O:21])[CH2:9][C:10](=[O:20])[CH2:11][CH2:12][C:13]1[CH:18]=[CH:17][C:16]([I:19])=[CH:15][CH:14]=1)([CH3:6])([CH3:5])[CH3:4]. (3) The reactants are: [C:1]([O:5][C:6]([N:8]1[CH2:12][CH2:11][CH2:10][C@H:9]1[CH2:13][NH2:14])=[O:7])([CH3:4])([CH3:3])[CH3:2].[CH:15]1([C@H:19]([NH:27][C:28]([CH:30]([C:34]2[CH:42]=[CH:41][CH:40]=[C:39]([F:43])[C:35]=2[C:36](O)=[O:37])[C:31](=O)[CH3:32])=[O:29])[C:20]2[CH:25]=[CH:24][CH:23]=[C:22]([F:26])[CH:21]=2)[CH2:18][CH2:17][CH2:16]1. Given the product [C:1]([O:5][C:6]([N:8]1[CH2:12][CH2:11][CH2:10][C@H:9]1[CH2:13][N:14]1[C:31]([CH3:32])=[C:30]([C:28](=[O:29])[NH:27][C@@H:19]([CH:15]2[CH2:16][CH2:17][CH2:18]2)[C:20]2[CH:25]=[CH:24][CH:23]=[C:22]([F:26])[CH:21]=2)[C:34]2[C:35](=[C:39]([F:43])[CH:40]=[CH:41][CH:42]=2)[C:36]1=[O:37])=[O:7])([CH3:4])([CH3:3])[CH3:2], predict the reactants needed to synthesize it. (4) Given the product [Cl:8][C:9]1[C:10]([NH:31][C@H:32]2[C@H:37]3[CH2:38][C@H:34]([CH:35]=[CH:36]3)[C@H:33]2[C:39]([NH2:41])=[O:40])=[C:11]2[N:17]=[C:16]([C:18]3[CH:19]=[CH:20][C:21]([N:66]4[CH2:67][CH2:68][N:63]([CH3:62])[CH2:64][CH2:65]4)=[CH:22][CH:23]=3)[NH:15][C:12]2=[N:13][CH:14]=1, predict the reactants needed to synthesize it. The reactants are: FC(F)(F)C(O)=O.[Cl:8][C:9]1[C:10]([NH:31][C@@H:32]2[C@@H:37]3[CH2:38][C@@H:34]([CH:35]=[CH:36]3)[C@@H:33]2[C:39]([NH2:41])=[O:40])=[C:11]2[N:17]=[C:16]([C:18]3[CH:23]=[CH:22][C:21](CN4CCOCC4)=[CH:20][CH:19]=3)[NH:15][C:12]2=[N:13][CH:14]=1.NC1C(N)=C(N[C@H]2[C@H]3C[C@H](C=C3)[C@H]2C(N)=O)C(Cl)=CN=1.[CH3:62][N:63]1[CH2:68][CH2:67][N:66](C2C=CC(C=O)=CC=2)[CH2:65][CH2:64]1. (5) Given the product [CH3:28][N:29]([CH3:39])[C:30]1[N:31]([C:2]2[N:10]=[C:9]3[C:5]([N:6]=[C:7]([O:12][CH:13]4[CH2:16][N:15]([C:17](=[O:21])[CH:18]([CH3:20])[CH3:19])[CH2:14]4)[N:8]3[CH3:11])=[C:4]([N:22]3[CH2:23][CH2:24][O:25][CH2:26][CH2:27]3)[N:3]=2)[C:32]2[CH:38]=[CH:37][CH:36]=[CH:35][C:33]=2[N:34]=1, predict the reactants needed to synthesize it. The reactants are: Cl[C:2]1[N:10]=[C:9]2[C:5]([N:6]=[C:7]([O:12][CH:13]3[CH2:16][N:15]([C:17](=[O:21])[CH:18]([CH3:20])[CH3:19])[CH2:14]3)[N:8]2[CH3:11])=[C:4]([N:22]2[CH2:27][CH2:26][O:25][CH2:24][CH2:23]2)[N:3]=1.[CH3:28][N:29]([CH3:39])[C:30]1[NH:34][C:33]2[CH:35]=[CH:36][CH:37]=[CH:38][C:32]=2[N:31]=1. (6) Given the product [OH:2][C:3]1[CH:4]=[CH:5][C:6]([C:10]([OH:12])=[O:11])=[N:7][C:8]=1[CH3:9], predict the reactants needed to synthesize it. The reactants are: C[O:2][C:3]1[CH:4]=[CH:5][C:6]([C:10]([OH:12])=[O:11])=[N:7][C:8]=1[CH3:9].I.[O-]S([O-])=O.[Na+].[Na+]. (7) Given the product [ClH:1].[CH3:13][O:12][C:9]1[CH:10]=[C:11]2[C:6](=[CH:7][C:8]=1[O:14][CH2:15][CH:16]1[CH2:21][CH2:20][N:19]([CH3:22])[CH2:18][CH2:17]1)[N:5]=[CH:4][N:3]=[C:2]2[NH:23][C:24]1[CH:25]=[C:26]2[C:30](=[CH:31][CH:32]=1)[NH:29][C:28]([CH3:33])=[CH:27]2, predict the reactants needed to synthesize it. The reactants are: [Cl:1][C:2]1[C:11]2[C:6](=[CH:7][C:8]([O:14][CH2:15][CH:16]3[CH2:21][CH2:20][N:19]([CH3:22])[CH2:18][CH2:17]3)=[C:9]([O:12][CH3:13])[CH:10]=2)[N:5]=[CH:4][N:3]=1.[NH2:23][C:24]1[CH:25]=[C:26]2[C:30](=[CH:31][CH:32]=1)[NH:29][C:28]([CH3:33])=[CH:27]2. (8) Given the product [Cl:4][C:5]1[CH:10]=[CH:9][C:8]([C@H:11]([NH:14][S@@:15]([C:17]([CH3:20])([CH3:19])[CH3:18])=[O:16])[CH2:12][CH3:13])=[C:7]([F:21])[C:6]=1[O:22][C:23]1[CH:28]=[CH:27][C:26]([CH:29]=[N:2][OH:3])=[CH:25][CH:24]=1, predict the reactants needed to synthesize it. The reactants are: Cl.[NH2:2][OH:3].[Cl:4][C:5]1[CH:10]=[CH:9][C:8]([C@H:11]([NH:14][S@@:15]([C:17]([CH3:20])([CH3:19])[CH3:18])=[O:16])[CH2:12][CH3:13])=[C:7]([F:21])[C:6]=1[O:22][C:23]1[CH:28]=[CH:27][C:26]([CH:29]=O)=[CH:25][CH:24]=1.C(=O)([O-])[O-].[Na+].[Na+].